From a dataset of Full USPTO retrosynthesis dataset with 1.9M reactions from patents (1976-2016). Predict the reactants needed to synthesize the given product. Given the product [NH2:68][C:65]1[N:64]=[CH:63][C:62]([C:44]2[N:43]=[C:42]3[C:47]([N:48]=[C:49]([N:50]4[CH2:51][CH2:52][N:53]([C:1](=[O:6])[C@H:2]([OH:3])[CH3:4])[CH2:54][CH2:55]4)[N:41]3[CH2:37][CH:38]([CH3:40])[CH3:39])=[C:46]([N:56]3[CH2:61][CH2:60][O:59][CH2:58][CH2:57]3)[N:45]=2)=[CH:67][N:66]=1, predict the reactants needed to synthesize it. The reactants are: [C:1]([OH:6])(=O)[C@@H:2]([CH3:4])[OH:3].O.ON1C2C=CC=CC=2N=N1.Cl.C(N=C=NCCCN(C)C)C.C(N(CC)CC)C.[CH2:37]([N:41]1[C:49]([N:50]2[CH2:55][CH2:54][NH:53][CH2:52][CH2:51]2)=[N:48][C:47]2[C:42]1=[N:43][C:44]([C:62]1[CH:63]=[N:64][C:65]([NH2:68])=[N:66][CH:67]=1)=[N:45][C:46]=2[N:56]1[CH2:61][CH2:60][O:59][CH2:58][CH2:57]1)[CH:38]([CH3:40])[CH3:39].